Dataset: Full USPTO retrosynthesis dataset with 1.9M reactions from patents (1976-2016). Task: Predict the reactants needed to synthesize the given product. (1) Given the product [CH3:17][O:18][C:19]1[CH:25]=[CH:24][C:23]([O:26][CH3:27])=[CH:22][C:20]=1[NH:21][C:2]1[C:3]2[S:16][CH:15]=[CH:14][C:4]=2[N:5]=[C:6]([C:8]2[CH:13]=[CH:12][CH:11]=[CH:10][CH:9]=2)[N:7]=1, predict the reactants needed to synthesize it. The reactants are: Cl[C:2]1[C:3]2[S:16][CH:15]=[CH:14][C:4]=2[N:5]=[C:6]([C:8]2[CH:13]=[CH:12][CH:11]=[CH:10][CH:9]=2)[N:7]=1.[CH3:17][O:18][C:19]1[CH:25]=[CH:24][C:23]([O:26][CH3:27])=[CH:22][C:20]=1[NH2:21]. (2) Given the product [CH3:13][O:14][C:7]([C:4]1[NH:5][CH:6]=[C:2]([Br:1])[CH:3]=1)=[O:12], predict the reactants needed to synthesize it. The reactants are: [Br:1][C:2]1[CH:3]=[C:4]([C:7](=[O:12])C(Cl)(Cl)Cl)[NH:5][CH:6]=1.[CH3:13][O-:14].[Na+].CO. (3) Given the product [NH2:27][C:24]1[N:23]=[CH:22][C:21]([C:10]2[N:9]=[C:8]3[C:13]([N:14]=[C:6]([NH:1][CH2:2][CH2:3][OH:4])[N:7]3[CH2:28][CH:29]3[CH2:31][CH2:30]3)=[C:12]([N:15]3[CH2:20][CH2:19][O:18][CH2:17][CH2:16]3)[N:11]=2)=[CH:26][N:25]=1, predict the reactants needed to synthesize it. The reactants are: [NH2:1][CH2:2][CH2:3][OH:4].Cl[C:6]1[N:7]([CH2:28][CH:29]2[CH2:31][CH2:30]2)[C:8]2[C:13]([N:14]=1)=[C:12]([N:15]1[CH2:20][CH2:19][O:18][CH2:17][CH2:16]1)[N:11]=[C:10]([C:21]1[CH:22]=[N:23][C:24]([NH2:27])=[N:25][CH:26]=1)[N:9]=2. (4) Given the product [NH2:1][C:2]12[CH2:9][CH2:8][C:5]([CH:10]([OH:26])[CH2:11][C:12]3[C:21]4[C:16](=[C:17]([CH3:24])[CH:18]=[C:19]([O:22][CH3:23])[CH:20]=4)[N:15]=[CH:14][C:13]=3[F:25])([CH2:6][CH2:7]1)[O:4][CH2:3]2, predict the reactants needed to synthesize it. The reactants are: [NH2:1][C:2]12[CH2:9][CH2:8][C:5]([C:10](=[O:26])[CH2:11][C:12]3[C:21]4[C:16](=[C:17]([CH3:24])[CH:18]=[C:19]([O:22][CH3:23])[CH:20]=4)[N:15]=[CH:14][C:13]=3[F:25])([CH2:6][CH2:7]1)[O:4][CH2:3]2.[BH4-].[Na+].O. (5) Given the product [CH2:23]([O:25][C:26](=[O:30])[CH2:27][CH2:28][NH:29][C:7](=[O:9])[C:6]1[CH:5]=[CH:4][C:3]([CH:1]=[O:2])=[CH:11][CH:10]=1)[CH3:24], predict the reactants needed to synthesize it. The reactants are: [CH:1]([C:3]1[CH:11]=[CH:10][C:6]([C:7]([OH:9])=O)=[CH:5][CH:4]=1)=[O:2].ON1C2C=CC=CC=2N=N1.Cl.[CH2:23]([O:25][C:26](=[O:30])[CH2:27][CH2:28][NH2:29])[CH3:24].C(N(C(C)C)CC)(C)C. (6) Given the product [Br:10][C:11]1[CH:12]=[C:13]([C:14]2[C:2]3[C:3](=[N:4][C:5]([Cl:8])=[N:6][CH:7]=3)[NH:20][N:19]=2)[CH:16]=[CH:17][CH:18]=1, predict the reactants needed to synthesize it. The reactants are: Br[C:2]1[C:3](Cl)=[N:4][C:5]([Cl:8])=[N:6][CH:7]=1.[Br:10][C:11]1[CH:12]=[C:13]([CH:16]=[CH:17][CH:18]=1)[CH:14]=O.[NH2:19][NH2:20]. (7) Given the product [CH3:1][N:2]1[CH2:3][CH2:4][N:5]([C:8]2[C:9](=[CH:26][CH2:27][CH3:28])[C:10]([N:19]3[CH2:20][CH2:21][N:22]([CH3:25])[CH2:23][CH2:24]3)=[N:11][C:12]3[CH:18]=[CH:17][CH:16]=[CH:15][C:13]=3[N:14]=2)[CH2:6][CH2:7]1, predict the reactants needed to synthesize it. The reactants are: [CH3:1][N:2]1[CH2:7][CH2:6][N:5]([C:8]2[CH:9]([CH:26](O)[CH2:27][CH3:28])[C:10]([N:19]3[CH2:24][CH2:23][N:22]([CH3:25])[CH2:21][CH2:20]3)=[N:11][C:12]3[CH:18]=[CH:17][CH:16]=[CH:15][C:13]=3[N:14]=2)[CH2:4][CH2:3]1.C(N(CC)CC)C.N1C=CC=CC=1.FC(F)(F)C(OC(=O)C(F)(F)F)=O.[OH-].[Na+]. (8) Given the product [O:23]1[CH2:27][CH2:26][O:25][CH:24]1[C:28]1[C:33]([CH3:34])=[CH:32][C:31]([NH:35][C:36]([CH2:37][CH2:38][N:1]2[CH2:2][CH2:3][CH:4]([O:7][C:8](=[O:22])[NH:9][C:10]3[CH:15]=[CH:14][CH:13]=[CH:12][C:11]=3[C:16]3[CH:21]=[CH:20][CH:19]=[CH:18][CH:17]=3)[CH2:5][CH2:6]2)=[O:39])=[C:30]([CH3:40])[CH:29]=1, predict the reactants needed to synthesize it. The reactants are: [NH:1]1[CH2:6][CH2:5][CH:4]([O:7][C:8](=[O:22])[NH:9][C:10]2[CH:15]=[CH:14][CH:13]=[CH:12][C:11]=2[C:16]2[CH:21]=[CH:20][CH:19]=[CH:18][CH:17]=2)[CH2:3][CH2:2]1.[O:23]1[CH2:27][CH2:26][O:25][CH:24]1[C:28]1[C:33]([CH3:34])=[CH:32][C:31]([NH:35][C:36](=[O:39])[CH:37]=[CH2:38])=[C:30]([CH3:40])[CH:29]=1.ClCCl. (9) Given the product [C:1]([N:4]1[CH2:9][CH2:8][CH:7]([CH2:10][C:11]([NH:13][C:14]2[N:19]=[CH:18][C:17]([C:24]3[CH:25]=[C:26]([CH3:28])[CH:27]=[C:22]([CH3:21])[CH:23]=3)=[CH:16][N:15]=2)=[O:12])[CH2:6][CH2:5]1)(=[O:3])[CH3:2], predict the reactants needed to synthesize it. The reactants are: [C:1]([N:4]1[CH2:9][CH2:8][CH:7]([CH2:10][C:11]([NH:13][C:14]2[N:19]=[CH:18][C:17](Br)=[CH:16][N:15]=2)=[O:12])[CH2:6][CH2:5]1)(=[O:3])[CH3:2].[CH3:21][C:22]1[CH:23]=[C:24](B(O)O)[CH:25]=[C:26]([CH3:28])[CH:27]=1.